From a dataset of NCI-60 drug combinations with 297,098 pairs across 59 cell lines. Regression. Given two drug SMILES strings and cell line genomic features, predict the synergy score measuring deviation from expected non-interaction effect. (1) Drug 1: CS(=O)(=O)OCCCCOS(=O)(=O)C. Drug 2: CCC1(C2=C(COC1=O)C(=O)N3CC4=CC5=C(C=CC(=C5CN(C)C)O)N=C4C3=C2)O.Cl. Cell line: K-562. Synergy scores: CSS=34.6, Synergy_ZIP=1.92, Synergy_Bliss=5.93, Synergy_Loewe=-18.7, Synergy_HSA=3.71. (2) Drug 1: C1CN1P(=S)(N2CC2)N3CC3. Drug 2: CC1CCCC2(C(O2)CC(NC(=O)CC(C(C(=O)C(C1O)C)(C)C)O)C(=CC3=CSC(=N3)C)C)C. Cell line: DU-145. Synergy scores: CSS=46.3, Synergy_ZIP=-0.250, Synergy_Bliss=-2.18, Synergy_Loewe=-11.1, Synergy_HSA=0.791. (3) Drug 1: CC1=CC2C(CCC3(C2CCC3(C(=O)C)OC(=O)C)C)C4(C1=CC(=O)CC4)C. Drug 2: C1=CN(C=N1)CC(O)(P(=O)(O)O)P(=O)(O)O. Cell line: HCT116. Synergy scores: CSS=20.0, Synergy_ZIP=10.9, Synergy_Bliss=16.1, Synergy_Loewe=21.2, Synergy_HSA=18.2. (4) Drug 1: CC1=C(C=C(C=C1)C(=O)NC2=CC(=CC(=C2)C(F)(F)F)N3C=C(N=C3)C)NC4=NC=CC(=N4)C5=CN=CC=C5. Drug 2: CC12CCC3C(C1CCC2O)C(CC4=C3C=CC(=C4)O)CCCCCCCCCS(=O)CCCC(C(F)(F)F)(F)F. Cell line: SN12C. Synergy scores: CSS=-5.83, Synergy_ZIP=6.64, Synergy_Bliss=8.01, Synergy_Loewe=-7.21, Synergy_HSA=-7.68.